Task: Predict the reactants needed to synthesize the given product.. Dataset: Full USPTO retrosynthesis dataset with 1.9M reactions from patents (1976-2016) (1) Given the product [NH2:15][N:10]1[CH2:9][C:8]([C:5]2[CH:4]=[CH:3][C:2]([F:1])=[CH:7][CH:6]=2)=[N:13][NH:12][C:11]1=[O:14], predict the reactants needed to synthesize it. The reactants are: [F:1][C:2]1[CH:7]=[CH:6][C:5]([C:8]2[CH2:9][N:10]([NH:15]C(=O)C)[C:11](=[O:14])[NH:12][N:13]=2)=[CH:4][CH:3]=1.Cl.[OH-].[Na+]. (2) Given the product [CH:1]1([NH:4][C:5]2[C:10]([C:11]([NH2:13])=[O:12])=[CH:9][N:8]=[C:7]([NH:14][C:15]3[CH:20]=[CH:19][C:18]([CH:21]4[CH2:26][CH2:25][N:24]([S:38]([CH2:36][CH3:37])(=[O:40])=[O:39])[CH2:23][CH2:22]4)=[CH:17][CH:16]=3)[N:6]=2)[CH2:3][CH2:2]1, predict the reactants needed to synthesize it. The reactants are: [CH:1]1([NH:4][C:5]2[C:10]([C:11]([NH2:13])=[O:12])=[CH:9][N:8]=[C:7]([NH:14][C:15]3[CH:20]=[CH:19][C:18]([CH:21]4[CH2:26][CH2:25][NH:24][CH2:23][CH2:22]4)=[CH:17][CH:16]=3)[N:6]=2)[CH2:3][CH2:2]1.C(N(C(C)C)CC)(C)C.[CH2:36]([S:38](Cl)(=[O:40])=[O:39])[CH3:37]. (3) Given the product [Cl:25][C:26]1[CH:42]=[CH:41][CH:40]=[C:39]([F:43])[C:27]=1[CH2:28][N:29]1[CH2:34][CH2:33][N:32]([CH2:35][CH2:36][CH2:37][NH:38][C:13](=[O:14])[CH:7]([CH:9]2[CH2:8][CH2:10][CH2:46][CH2:45]2)[C:1]2[CH:2]=[CH:3][CH:4]=[CH:5][CH:6]=2)[CH2:31][CH2:30]1, predict the reactants needed to synthesize it. The reactants are: [C:1]1([C@@H:7]2[CH2:9][C@H:8]2[C:10](O)=O)[CH:6]=[CH:5][CH:4]=[CH:3][CH:2]=1.[C:13](N1C=CN=C1)(N1C=CN=C1)=[O:14].[Cl:25][C:26]1[CH:42]=[CH:41][CH:40]=[C:39]([F:43])[C:27]=1[CH2:28][N:29]1[CH2:34][CH2:33][N:32]([CH2:35][CH2:36][CH2:37][NH2:38])[CH2:31][CH2:30]1.O1CC[CH2:46][CH2:45]1. (4) Given the product [Cl:13][C:10]1[CH:9]=[CH:8][C:7]([CH:5]2[CH2:6][N:3]([CH2:20][CH2:21][CH3:22])[CH2:4]2)=[CH:12][N:11]=1, predict the reactants needed to synthesize it. The reactants are: Cl.Cl.[NH:3]1[CH2:6][CH:5]([C:7]2[CH:8]=[CH:9][C:10]([Cl:13])=[N:11][CH:12]=2)[CH2:4]1.C([O-])([O-])=O.[K+].[K+].[CH:20](=O)[CH2:21][CH3:22].C(O[BH-](OC(=O)C)OC(=O)C)(=O)C.[Na+]. (5) Given the product [Si:1]([O:8][C:9]1[CH:10]=[C:11]([CH:14]=[CH:15][CH:16]=1)[CH2:12][Cl:28])([C:4]([CH3:7])([CH3:6])[CH3:5])([CH3:3])[CH3:2], predict the reactants needed to synthesize it. The reactants are: [Si:1]([O:8][C:9]1[CH:10]=[C:11]([CH:14]=[CH:15][CH:16]=1)[CH2:12]O)([C:4]([CH3:7])([CH3:6])[CH3:5])([CH3:3])[CH3:2].C(N(CC)CC)C.CS([Cl:28])(=O)=O.O. (6) Given the product [OH:25][CH2:26][CH:27]1[CH2:32][CH2:31][CH2:30][CH2:29][CH:28]1[NH:33][C:2]1[N:7]2[N:8]=[C:9]([NH:11][C:12](=[O:19])[C:13]3[CH:18]=[CH:17][CH:16]=[N:15][CH:14]=3)[N:10]=[C:6]2[CH:5]=[C:4]([C:20]([F:23])([F:22])[F:21])[CH:3]=1, predict the reactants needed to synthesize it. The reactants are: Cl[C:2]1[N:7]2[N:8]=[C:9]([NH:11][C:12](=[O:19])[C:13]3[CH:18]=[CH:17][CH:16]=[N:15][CH:14]=3)[N:10]=[C:6]2[CH:5]=[C:4]([C:20]([F:23])([F:22])[F:21])[CH:3]=1.Cl.[OH:25][CH2:26][C@@H:27]1[CH2:32][CH2:31][CH2:30][CH2:29][C@H:28]1[NH2:33]. (7) Given the product [CH:20]1[CH:21]=[CH:22][N:23]2[CH2:29][C:28]3[CH:30]=[CH:31][CH:32]=[CH:33][C:27]=3[N:26]([C:13]([C:12]3[CH:16]=[CH:17][C:9]([C:6]4[CH:7]5[CH2:8][CH:3]([CH2:4][CH:5]=4)[C:2]5([CH3:1])[CH3:19])=[C:10]([CH3:18])[CH:11]=3)=[O:14])[CH2:25][C:24]=12, predict the reactants needed to synthesize it. The reactants are: [CH3:1][C:2]1([CH3:19])[CH:7]2[CH2:8][CH:3]1[CH2:4][CH:5]=[C:6]2[C:9]1[CH:17]=[CH:16][C:12]([C:13](O)=[O:14])=[CH:11][C:10]=1[CH3:18].[CH:20]1[CH:21]=[CH:22][N:23]2[CH2:29][C:28]3[CH:30]=[CH:31][CH:32]=[CH:33][C:27]=3[NH:26][CH2:25][C:24]=12.